This data is from Forward reaction prediction with 1.9M reactions from USPTO patents (1976-2016). The task is: Predict the product of the given reaction. Given the reactants [N:1]1[CH:6]=[CH:5][C:4]([N:7]2[CH2:12][CH2:11][N:10]([C:13]([C:15]3[CH:21]=[CH:20][C:18]([NH2:19])=[CH:17][CH:16]=3)=[O:14])[CH2:9][CH2:8]2)=[CH:3][CH:2]=1.[Br:22][C:23]1[CH:28]=[CH:27][C:26]([C:29]2[CH:34]=[CH:33][C:32]([S:35]([Cl:38])(=[O:37])=[O:36])=[CH:31][CH:30]=2)=[CH:25][CH:24]=1, predict the reaction product. The product is: [ClH:38].[N:1]1[CH:6]=[CH:5][C:4]([N:7]2[CH2:8][CH2:9][N:10]([C:13]([C:15]3[CH:21]=[CH:20][C:18]([NH:19][S:35]([C:32]4[CH:31]=[CH:30][C:29]([C:26]5[CH:27]=[CH:28][C:23]([Br:22])=[CH:24][CH:25]=5)=[CH:34][CH:33]=4)(=[O:36])=[O:37])=[CH:17][CH:16]=3)=[O:14])[CH2:11][CH2:12]2)=[CH:3][CH:2]=1.